This data is from Full USPTO retrosynthesis dataset with 1.9M reactions from patents (1976-2016). The task is: Predict the reactants needed to synthesize the given product. (1) Given the product [Cl:21][C:15]1[CH:16]=[CH:17][CH:18]=[C:19]([Cl:20])[C:14]=1[N:7]1[C:6]([CH2:4][OH:3])=[C:10]([CH:11]([CH3:13])[CH3:12])[N:9]=[N:8]1, predict the reactants needed to synthesize it. The reactants are: C([O:3][C:4]([C:6]1[N:7]([C:14]2[C:19]([Cl:20])=[CH:18][CH:17]=[CH:16][C:15]=2[Cl:21])[N:8]=[N:9][C:10]=1[CH:11]([CH3:13])[CH3:12])=O)C.CC(C[AlH]CC(C)C)C. (2) Given the product [C:10]([O:12][CH2:13][O:14][C:15]([NH:7][C:3]1([C:4]([OH:6])=[O:5])[CH2:2][CH2:1]1)=[O:16])(=[O:11])[CH:9]([CH3:25])[CH3:8], predict the reactants needed to synthesize it. The reactants are: [CH2:1]1[C:3]([NH2:7])([C:4]([OH:6])=[O:5])[CH2:2]1.[CH3:8][CH:9]([CH3:25])[C:10]([O:12][CH2:13][O:14][C:15](ON1C(=O)CCC1=O)=[O:16])=[O:11]. (3) Given the product [CH3:7][CH2:2][CH2:3][CH2:4][N:5]([C:27]([O:29][C:30]1[CH:32]=[CH:38][CH:34]=[CH:35][CH:33]=1)=[O:28])[CH3:6], predict the reactants needed to synthesize it. The reactants are: N[C:2]1[CH:7]=[CH:6][N:5]=[C:4](Cl)[CH:3]=1.C[Si]([N-][Si](C)(C)C)(C)C.[Na+].O([C:27]([O:29][C:30]([CH3:33])([CH3:32])C)=[O:28])[C:27]([O:29][C:30](C)([CH3:33])[CH3:32])=[O:28].[CH2:34]1[CH2:38]OC[CH2:35]1.